From a dataset of Reaction yield outcomes from USPTO patents with 853,638 reactions. Predict the reaction yield, written as a fraction of the theoretical maximum amount of product (1.0 means a 100% yield; for example, 0.34 means a 34% yield). (1) The reactants are Cl[C:2]1[C:11]2[C:6](=[CH:7][CH:8]=[CH:9][CH:10]=2)[N:5]=[CH:4][N:3]=1.CCN(C(C)C)C(C)C.C([N:28]1[CH2:33][CH2:32][NH:31][CH2:30][CH2:29]1)(OC(C)(C)C)=O.Cl.O1CCOCC1. The catalyst is CC(O)C. The product is [N:28]1([C:2]2[C:11]3[C:6](=[CH:7][CH:8]=[CH:9][CH:10]=3)[N:5]=[CH:4][N:3]=2)[CH2:33][CH2:32][NH:31][CH2:30][CH2:29]1. The yield is 0.960. (2) The reactants are [NH2:1][CH2:2][C:3]([OH:5])=[O:4].N12CCCN=C1CCCCC2.[NH2:17][C:18]1[N:39]=[C:38](Cl)[CH:37]=[CH:36][C:19]=1[C:20]([NH:22][CH2:23][C:24]1[S:25][C:26]([O:29][C:30]2[CH:35]=[CH:34][CH:33]=[CH:32][CH:31]=2)=[CH:27][CH:28]=1)=[O:21].C1C=CC(CC(NCN[C@H](C(O)=O)CC2C=CC([N+]([O-])=O)=CC=2)=O)=CC=1. The catalyst is CS(C)=O. The product is [NH2:17][C:18]1[N:39]=[C:38]([NH:1][CH2:2][C:3]([OH:5])=[O:4])[CH:37]=[CH:36][C:19]=1[C:20](=[O:21])[NH:22][CH2:23][C:24]1[S:25][C:26]([O:29][C:30]2[CH:31]=[CH:32][CH:33]=[CH:34][CH:35]=2)=[CH:27][CH:28]=1. The yield is 0.200. (3) The reactants are [CH:1]([N:4]1[CH2:9][CH2:8][N:7]([C:10]2[S:11][C:12]3[CH:18]=[CH:17][C:16]([C:19]([OH:21])=O)=[CH:15][C:13]=3[N:14]=2)[CH2:6][CH2:5]1)([CH3:3])[CH3:2].[NH:22]1[CH2:26][CH2:25][CH2:24][CH2:23]1.CCN(C(C)C)C(C)C.C1CN([P+](ON2N=NC3C=CC=CC2=3)(N2CCCC2)N2CCCC2)CC1.F[P-](F)(F)(F)(F)F. The catalyst is C1COCC1. The product is [CH:1]([N:4]1[CH2:5][CH2:6][N:7]([C:10]2[S:11][C:12]3[CH:18]=[CH:17][C:16]([C:19]([N:22]4[CH2:26][CH2:25][CH2:24][CH2:23]4)=[O:21])=[CH:15][C:13]=3[N:14]=2)[CH2:8][CH2:9]1)([CH3:2])[CH3:3]. The yield is 0.780. (4) The reactants are [Br:1][C:2]1[CH:3]=[C:4]([CH:8]=[CH:9][C:10]=1[CH3:11])[C:5]([OH:7])=O.[NH:12]1[CH2:17][CH2:16][O:15][CH2:14][CH2:13]1.[Cl-].[NH4+]. The catalyst is ClCCl. The product is [Br:1][C:2]1[CH:3]=[C:4]([C:5]([N:12]2[CH2:17][CH2:16][O:15][CH2:14][CH2:13]2)=[O:7])[CH:8]=[CH:9][C:10]=1[CH3:11]. The yield is 0.860.